The task is: Predict the reactants needed to synthesize the given product.. This data is from Full USPTO retrosynthesis dataset with 1.9M reactions from patents (1976-2016). (1) Given the product [ClH:34].[F:1][C:2]1[C:32]([F:33])=[CH:31][C:5]2[N:6]([C:13]([NH:15][CH2:16][CH:17]3[CH2:22][CH2:21][N:20]([CH2:23][C:24]4([OH:30])[CH2:25][CH2:26][O:27][CH2:28][CH2:29]4)[CH2:19][CH2:18]3)=[O:14])[C:7](=[O:12])[N:8]([CH:9]([CH3:11])[CH3:10])[C:4]=2[CH:3]=1, predict the reactants needed to synthesize it. The reactants are: [F:1][C:2]1[C:32]([F:33])=[CH:31][C:5]2[N:6]([C:13]([NH:15][CH2:16][CH:17]3[CH2:22][CH2:21][N:20]([CH2:23][C:24]4([OH:30])[CH2:29][CH2:28][O:27][CH2:26][CH2:25]4)[CH2:19][CH2:18]3)=[O:14])[C:7](=[O:12])[N:8]([CH:9]([CH3:11])[CH3:10])[C:4]=2[CH:3]=1.[ClH:34].CO. (2) Given the product [Cl:1][C:2]1[N:7]=[C:6]2[CH:8]=[C:9]([C:11]3[O:13][CH:20]=[N:15][N:30]=3)[NH:10][C:5]2=[CH:4][CH:3]=1, predict the reactants needed to synthesize it. The reactants are: [Cl:1][C:2]1[N:7]=[C:6]2[CH:8]=[C:9]([C:11]([OH:13])=O)[NH:10][C:5]2=[CH:4][CH:3]=1.C[N:15]1[CH2:20]COCC1.ClC(OCC(C)C)=O.O.[NH2:30]N.C1(C)C=CC(S(O)(=O)=O)=CC=1. (3) Given the product [Br:28][C:7]1[C:5]2[S:6][C:2]([CH3:1])=[C:3]([CH3:27])[C:4]=2[C:14]([C:15]2[CH:16]=[C:17]([CH3:26])[C:18]([O:22][C:23](=[O:25])[CH3:24])=[C:19]([CH3:21])[CH:20]=2)=[C:13]2[C:8]=1[CH:9]=[CH:10][CH:11]=[CH:12]2, predict the reactants needed to synthesize it. The reactants are: [CH3:1][C:2]1[S:6][C:5]2[CH:7]=[C:8]3[C:13](=[C:14]([C:15]4[CH:20]=[C:19]([CH3:21])[C:18]([O:22][C:23](=[O:25])[CH3:24])=[C:17]([CH3:26])[CH:16]=4)[C:4]=2[C:3]=1[CH3:27])[CH:12]=[CH:11][CH:10]=[CH:9]3.[Br:28]Br.